From a dataset of Full USPTO retrosynthesis dataset with 1.9M reactions from patents (1976-2016). Predict the reactants needed to synthesize the given product. (1) Given the product [CH:1]1([CH2:4][O:5][C:6]2[CH:35]=[CH:34][C:9]([C:10]3[NH:12][C:13]4[CH:14]=[C:15]([O:16][CH2:17][C@@H:18]([NH:20][C:21](=[O:27])[O:22][C:23]([CH3:26])([CH3:25])[CH3:24])[CH3:19])[CH:28]=[CH:29][C:30]=4[N:31]=3)=[CH:8][CH:7]=2)[CH2:3][CH2:2]1, predict the reactants needed to synthesize it. The reactants are: [CH:1]1([CH2:4][O:5][C:6]2[CH:35]=[CH:34][C:9]([C:10]([NH:12][C:13]3[CH:14]=[C:15]([CH:28]=[CH:29][C:30]=3[N+:31]([O-])=O)[O:16][CH2:17][C@@H:18]([NH:20][C:21](=[O:27])[O:22][C:23]([CH3:26])([CH3:25])[CH3:24])[CH3:19])=O)=[CH:8][CH:7]=2)[CH2:3][CH2:2]1. (2) Given the product [NH2:12][C:11]1[C:6]2[CH2:7][CH2:8][CH2:9][CH2:10][C:5]=2[Se:1][C:14]=1[C:15]#[N:16], predict the reactants needed to synthesize it. The reactants are: [Se-2:1].[Na+].[Na+].Cl[C:5]1[CH2:10][CH2:9][CH2:8][CH2:7][C:6]=1[C:11]#[N:12].Cl[CH2:14][C:15]#[N:16].C[O-].[Na+]. (3) Given the product [CH:1]([C:4]1[N:5]=[C:6]([C:9]2[CH:18]=[C:17]([O:19][CH:20]3[CH2:37][CH:36]4[N:22]([C:23](=[O:48])[CH2:24][CH2:25][CH2:26][CH2:27][CH2:28][CH:29]=[CH:30][CH:31]5[C:33]([C:39]([NH:41][S:42]([CH:45]6[CH2:47][CH2:46]6)(=[O:44])=[O:43])=[O:40])([NH:34][C:35]4=[O:38])[CH2:32]5)[CH2:21]3)[C:16]3[C:11](=[C:12]([CH3:51])[C:13]([O:49][CH3:50])=[CH:14][CH:15]=3)[N:10]=2)[S:7][CH:8]=1)([CH3:3])[CH3:2], predict the reactants needed to synthesize it. The reactants are: [CH:1]([C:4]1[N:5]=[C:6]([C:9]2[CH:18]=[C:17]([O:19][CH:20]3[CH2:37][CH:36]4[N:22]([C:23](=[O:48])[CH2:24][CH2:25][CH2:26][CH2:27][CH2:28][CH:29]=[CH:30][CH:31]5[C:33]([C:39]([NH:41][S:42]([CH:45]6[CH2:47][CH2:46]6)(=[O:44])=[O:43])=[O:40])([NH:34][C:35]4=[O:38])[CH2:32]5)[CH2:21]3)[C:16]3[C:11](=[CH:12][C:13]([O:49][CH3:50])=[CH:14][CH:15]=3)[N:10]=2)[S:7][CH:8]=1)([CH3:3])[CH3:2].[CH:51](C1C=C(C(C)C)C=C(C(C)C)C=1S(NN)(=O)=O)(C)C.C(N(CC)CC)C. (4) Given the product [Cl:1][C:2]1[CH:3]=[C:4]([C:9]2([CH2:15][NH:16][C:17](=[O:39])[C:18]3[C:23]([F:24])=[C:22]([S:25][C:26]4[S:30][C:29]([NH:31][C:32]5[CH:37]=[C:36]([CH3:38])[CH:35]=[CH:34][N:33]=5)=[N:28][CH:27]=4)[CH:21]=[CH:20][N:19]=3)[CH2:10][CH2:11][N:12]([C:41]([O:43][CH3:44])=[O:42])[CH2:13][CH2:14]2)[CH:5]=[CH:6][C:7]=1[Cl:8], predict the reactants needed to synthesize it. The reactants are: [Cl:1][C:2]1[CH:3]=[C:4]([C:9]2([CH2:15][NH:16][C:17](=[O:39])[C:18]3[C:23]([F:24])=[C:22]([S:25][C:26]4[S:30][C:29]([NH:31][C:32]5[CH:37]=[C:36]([CH3:38])[CH:35]=[CH:34][N:33]=5)=[N:28][CH:27]=4)[CH:21]=[CH:20][N:19]=3)[CH2:14][CH2:13][NH:12][CH2:11][CH2:10]2)[CH:5]=[CH:6][C:7]=1[Cl:8].Cl[C:41]([O:43][CH3:44])=[O:42]. (5) The reactants are: [Cl:1][C:2]1[CH:10]=[CH:9][C:8]2[NH:7][C:6]3[CH2:11][CH2:12][N:13]([CH3:16])[CH2:14][CH2:15][C:5]=3[C:4]=2[CH:3]=1.N1CCC[C@H]1C(O)=O.[O-]P([O-])([O-])=O.[K+].[K+].[K+].Cl[CH2:34][C:35]([N:37]1[CH2:42][CH2:41][NH:40][CH2:39][CH2:38]1)=[O:36]. Given the product [Cl:1][C:2]1[CH:10]=[CH:9][C:8]2[N:7]([CH2:34][C:35]([N:37]3[CH2:42][CH2:41][NH:40][CH2:39][CH2:38]3)=[O:36])[C:6]3[CH2:11][CH2:12][N:13]([CH3:16])[CH2:14][CH2:15][C:5]=3[C:4]=2[CH:3]=1, predict the reactants needed to synthesize it. (6) Given the product [CH2:18]([O:17][C:3]1[CH:4]=[C:5]2[C:10]([C:9]([CH:12]([CH3:13])[CH3:14])=[CH:8][CH2:7][C:6]2([CH3:15])[CH3:16])=[CH:11][C:2]=1[Br:1])[C:19]1[CH:24]=[CH:23][CH:22]=[CH:21][CH:20]=1, predict the reactants needed to synthesize it. The reactants are: [Br:1][C:2]1[C:3]([OH:17])=[CH:4][C:5]2[C:6]([CH3:16])([CH3:15])[CH2:7][CH:8]=[C:9]([CH:12]([CH3:14])[CH3:13])[C:10]=2[CH:11]=1.[CH2:18](Br)[C:19]1[CH:24]=[CH:23][CH:22]=[CH:21][CH:20]=1. (7) Given the product [Cl:14][C:15]1[CH:20]=[CH:19][C:18]([C:2]2[CH:3]=[C:4]([NH2:13])[CH:5]=[N:6][C:7]=2[O:8][CH2:9][CH:10]2[CH2:12][CH2:11]2)=[CH:17][CH:16]=1, predict the reactants needed to synthesize it. The reactants are: Br[C:2]1[CH:3]=[C:4]([NH2:13])[CH:5]=[N:6][C:7]=1[O:8][CH2:9][CH:10]1[CH2:12][CH2:11]1.[Cl:14][C:15]1[CH:20]=[CH:19][C:18](B(O)O)=[CH:17][CH:16]=1.